Dataset: Reaction yield outcomes from USPTO patents with 853,638 reactions. Task: Predict the reaction yield, written as a fraction of the theoretical maximum amount of product (1.0 means a 100% yield; for example, 0.34 means a 34% yield). (1) The reactants are [F:1][C:2]1([F:32])[CH2:6][NH:5][C@H:4]([CH2:7][N:8]2[C:12]3=[N:13][CH:14]=[N:15][C:16]([NH2:17])=[C:11]3[C:10]([C:18]3[CH:23]=[CH:22][C:21]([O:24][C:25]4[CH:30]=[CH:29][CH:28]=[CH:27][CH:26]=4)=[CH:20][C:19]=3[F:31])=[N:9]2)[CH2:3]1.[C:33]([CH2:35][C:36](O)=[O:37])#[N:34].CN(C(ON1N=NC2C=CC=NC1=2)=[N+](C)C)C.F[P-](F)(F)(F)(F)F. The catalyst is ClCCl. The product is [NH2:17][C:16]1[N:15]=[CH:14][N:13]=[C:12]2[N:8]([CH2:7][C@@H:4]3[CH2:3][C:2]([F:1])([F:32])[CH2:6][N:5]3[C:36](=[O:37])[CH2:35][C:33]#[N:34])[N:9]=[C:10]([C:18]3[CH:23]=[CH:22][C:21]([O:24][C:25]4[CH:30]=[CH:29][CH:28]=[CH:27][CH:26]=4)=[CH:20][C:19]=3[F:31])[C:11]=12. The yield is 0.770. (2) The reactants are [CH2:1]1[CH2:6][CH2:5][C:4]([CH2:11][NH2:12])([CH2:7][C:8]([OH:10])=[O:9])[CH2:3][CH2:2]1.[CH2:13](O)[C:14]1[CH:19]=[CH:18][CH:17]=[CH:16][CH:15]=1.S(Cl)([Cl:23])=O.C1CCC(CN)(CC(O)=O)CC1.Cl. The catalyst is C(OCC)C. The product is [ClH:23].[NH2:12][CH2:11][C:4]1([CH2:7][C:8]([O:10][CH2:13][C:14]2[CH:19]=[CH:18][CH:17]=[CH:16][CH:15]=2)=[O:9])[CH2:3][CH2:2][CH2:1][CH2:6][CH2:5]1. The yield is 0.910. (3) The reactants are [C:1]([C:3]1[CH:8]=[CH:7][C:6]([CH2:9][NH:10][C:11]([N:13]2[CH2:18][CH2:17][N:16](C(OC(C)(C)C)=O)[CH2:15][CH2:14]2)=[O:12])=[CH:5][CH:4]=1)#[N:2].C(O)(C(F)(F)F)=O. The catalyst is C(Cl)Cl. The product is [C:1]([C:3]1[CH:4]=[CH:5][C:6]([CH2:9][NH:10][C:11]([N:13]2[CH2:14][CH2:15][NH:16][CH2:17][CH2:18]2)=[O:12])=[CH:7][CH:8]=1)#[N:2]. The yield is 0.940. (4) The reactants are C([O:4][CH2:5][C:6]1[C:7]([N:38]2[CH2:50][CH2:49][N:41]3[C:42]4[CH2:43][CH2:44][CH2:45][CH2:46][C:47]=4[CH:48]=[C:40]3[C:39]2=[O:51])=[N:8][CH:9]=[CH:10][C:11]=1[C:12]1[CH:17]=[C:16]([NH:18][C:19]2[CH:24]=[N:23][C:22]([N:25]3[CH2:30][CH2:29][N:28]([CH:31]4[CH2:34][O:33][CH2:32]4)[CH2:27][C@@H:26]3[CH3:35])=[CH:21][N:20]=2)[C:15](=[O:36])[N:14]([CH3:37])[CH:13]=1)(=O)C.[OH-].[Li+]. The catalyst is C(O)(C)C.C1COCC1.O. The product is [OH:4][CH2:5][C:6]1[C:7]([N:38]2[CH2:50][CH2:49][N:41]3[C:42]4[CH2:43][CH2:44][CH2:45][CH2:46][C:47]=4[CH:48]=[C:40]3[C:39]2=[O:51])=[N:8][CH:9]=[CH:10][C:11]=1[C:12]1[CH:17]=[C:16]([NH:18][C:19]2[CH:24]=[N:23][C:22]([N:25]3[CH2:30][CH2:29][N:28]([CH:31]4[CH2:32][O:33][CH2:34]4)[CH2:27][C@@H:26]3[CH3:35])=[CH:21][N:20]=2)[C:15](=[O:36])[N:14]([CH3:37])[CH:13]=1. The yield is 0.210. (5) The reactants are [Cl:1][C:2]1[CH:3]=[CH:4][C:5]([CH2:8][NH:9][CH:10]=O)=[N:6][CH:7]=1.P(Cl)(Cl)(Cl)=O.[OH-].[NH4+]. The catalyst is C1(C)C=CC=CC=1.ClCCl. The product is [Cl:1][C:2]1[CH:3]=[CH:4][C:5]2[N:6]([CH:10]=[N:9][CH:8]=2)[CH:7]=1. The yield is 0.630. (6) The reactants are N[C:2]1[N:3]([C:13]2[C:22]3[C:17](=[CH:18][CH:19]=[CH:20][CH:21]=3)[C:16]([CH:23]3[CH2:25][CH2:24]3)=[CH:15][CH:14]=2)[C:4]([S:7][CH2:8][CH2:9][C:10]([O-:12])=[O:11])=[N:5][N:6]=1.N([O-])=O.[Na+].Cl[CH:31](Cl)[C:32](O)=O.O.C(Br)(Br)[Br:38]. The catalyst is [Br-].C([N+](CC)(CC)CC)C1C=CC=CC=1.ClCCl. The product is [Br:38][C:2]1[N:3]([C:13]2[C:22]3[C:17](=[CH:18][CH:19]=[CH:20][CH:21]=3)[C:16]([CH:23]3[CH2:24][CH2:25]3)=[CH:15][CH:14]=2)[C:4]([S:7][CH2:8][CH2:9][C:10]([O:12][CH2:31][CH3:32])=[O:11])=[N:5][N:6]=1. The yield is 0.476. (7) The reactants are [NH2:1][C:2]1[N:7]=[C:6](Cl)[CH:5]=[C:4](C)[N:3]=1.[CH2:10]([NH2:12])[CH3:11]. The catalyst is O. The product is [NH2:1][C:2]1[N:3]=[CH:4][CH:5]=[C:6]([NH:12][CH2:10][CH3:11])[N:7]=1. The yield is 1.00. (8) The reactants are [Cl:1][C:2]1[N:10]=[C:9]2[C:5]([N:6]=[CH:7][N:8]2[CH3:11])=[C:4](Cl)[N:3]=1.[NH2:13][CH2:14][CH:15]1[CH2:17][CH2:16]1.C(N(CC)CC)C. The catalyst is CCCCO. The product is [Cl:1][C:2]1[N:10]=[C:9]2[C:5]([N:6]=[CH:7][N:8]2[CH3:11])=[C:4]([NH:13][CH2:14][CH:15]2[CH2:17][CH2:16]2)[N:3]=1. The yield is 0.950.